From a dataset of Reaction yield outcomes from USPTO patents with 853,638 reactions. Predict the reaction yield, written as a fraction of the theoretical maximum amount of product (1.0 means a 100% yield; for example, 0.34 means a 34% yield). (1) The reactants are [Cl:1][C:2]1[CH:7]=[CH:6][C:5]([N+:8]([O-:10])=[O:9])=[C:4](F)[CH:3]=1.[NH:12]1[C:16]([C:17]([O:19][CH3:20])=[O:18])=[C:15]([C:21]([O:23][CH3:24])=[O:22])[N:14]=[CH:13]1.C([O-])([O-])=O.[Cs+].[Cs+].CN(C=O)C. The catalyst is O. The product is [Cl:1][C:2]1[CH:7]=[CH:6][C:5]([N+:8]([O-:10])=[O:9])=[C:4]([N:12]2[C:16]([C:17]([O:19][CH3:20])=[O:18])=[C:15]([C:21]([O:23][CH3:24])=[O:22])[N:14]=[CH:13]2)[CH:3]=1. The yield is 0.810. (2) The reactants are [C:1]([C:4]1[C:12]2[CH2:11][CH2:10][N:9](C(OC(C)(C)C)=O)[CH2:8][C:7]=2[S:6][C:5]=1[NH:20][C:21]([NH:23][C:24]1[CH:29]=[CH:28][C:27]([Cl:30])=[CH:26][CH:25]=1)=[O:22])(=[O:3])[NH2:2].[F:31][C:32]([F:37])([F:36])[C:33]([OH:35])=[O:34]. The catalyst is C(Cl)Cl. The product is [F:31][C:32]([F:37])([F:36])[C:33]([OH:35])=[O:34].[Cl:30][C:27]1[CH:26]=[CH:25][C:24]([NH:23][C:21](=[O:22])[NH:20][C:5]2[S:6][C:7]3[CH2:8][NH:9][CH2:10][CH2:11][C:12]=3[C:4]=2[C:1]([NH2:2])=[O:3])=[CH:29][CH:28]=1. The yield is 1.00. (3) The reactants are [Br:1][C:2]1[CH:3]=[C:4]2[C:10]([C:11]3[NH:12][N:13]=[CH:14][CH:15]=3)=[CH:9][NH:8][C:5]2=[N:6][CH:7]=1.[OH-:16].C([N+]([CH2:30][CH2:31][CH2:32][CH3:33])(CCCC)CCCC)CCC.[OH-:34].[K+].[C:36]1([CH3:46])[CH:41]=[CH:40][C:39]([S:42](Cl)(=[O:44])=[O:43])=[CH:38][CH:37]=1. The catalyst is C1(C)C=CC=CC=1. The product is [Br:1][C:2]1[CH:3]=[C:4]2[C:10]([C:11]3[N:12]([S:42]([C:39]4[CH:40]=[CH:41][C:36]([CH3:46])=[CH:37][CH:38]=4)(=[O:44])=[O:43])[N:13]=[CH:14][CH:15]=3)=[CH:9][N:8]([S:42]([C:39]3[CH:30]=[CH:31][C:32]([CH3:33])=[CH:37][CH:38]=3)(=[O:34])=[O:16])[C:5]2=[N:6][CH:7]=1. The yield is 0.530. (4) The reactants are NCCCC[C@H](NC(=O)N[C@H:17]([C:23]([O:25][C:26]([CH3:29])([CH3:28])[CH3:27])=[O:24])[CH2:18][CH2:19][C:20]([OH:22])=[O:21])C(OC(C)(C)C)=O.CC(O)=O.C(C1N(CC(OC(C)(C)C)=O)C=CN=1)=O.[BH-](OC(C)=O)(OC(C)=O)OC(C)=O.[Na+]. The catalyst is ClCCCl. The product is [C:26]([O:25][C:23](=[O:24])[CH2:17][CH2:18][CH2:19][C:20]([OH:22])=[O:21])([CH3:29])([CH3:27])[CH3:28]. The yield is 0.520. (5) The reactants are [Cl:1][C:2]1[CH:7]=[CH:6][C:5]([CH:8]([OH:38])[C:9]2[C:10]([C:36]#[N:37])=[C:11]([C:25]3[CH:30]=[CH:29][N:28]=[C:27]([NH:31][C:32](=[O:35])[O:33][CH3:34])[CH:26]=3)[S:12][C:13]=2[C:14]2[N:18]=[CH:17][N:16](C3CCCCO3)[N:15]=2)=[CH:4][CH:3]=1.O1CCOCC1.Cl.O. The catalyst is CCCCCC. The product is [Cl:1][C:2]1[CH:3]=[CH:4][C:5]([CH:8]([OH:38])[C:9]2[C:10]([C:36]#[N:37])=[C:11]([C:25]3[CH:30]=[CH:29][N:28]=[C:27]([NH:31][C:32](=[O:35])[O:33][CH3:34])[CH:26]=3)[S:12][C:13]=2[C:14]2[NH:18][CH:17]=[N:16][N:15]=2)=[CH:6][CH:7]=1. The yield is 0.820. (6) The reactants are [CH3:1][N:2]1[C:11]2[C:6](=[C:7]([N+:12]([O-])=O)[CH:8]=[CH:9][CH:10]=2)[CH:5]=[CH:4][C:3]1=[O:15].[H][H]. The catalyst is O1CCCC1.[Pd]. The product is [NH2:12][C:7]1[CH:8]=[CH:9][CH:10]=[C:11]2[C:6]=1[CH:5]=[CH:4][C:3](=[O:15])[N:2]2[CH3:1]. The yield is 0.750.